Dataset: Forward reaction prediction with 1.9M reactions from USPTO patents (1976-2016). Task: Predict the product of the given reaction. (1) Given the reactants [OH:1][C:2]1[CH:10]=[CH:9][CH:8]=[C:7]2[C:3]=1[CH2:4][CH2:5][C:6]2=[O:11].[CH3:12][N:13]([C:17]1[CH:22]=[CH:21][CH:20]=[CH:19][CH:18]=1)[C:14](Cl)=[O:15], predict the reaction product. The product is: [O:11]=[C:6]1[C:7]2[C:3](=[C:2]([O:1][C:14](=[O:15])[N:13]([CH3:12])[C:17]3[CH:22]=[CH:21][CH:20]=[CH:19][CH:18]=3)[CH:10]=[CH:9][CH:8]=2)[CH2:4][CH2:5]1. (2) The product is: [CH3:1][N:2]1[C:7](=[O:8])[CH:6]=[C:5]([CH3:37])[C:4]([C:10]2[CH:15]=[CH:14][C:13]([C@@H:16]([N:18]3[CH2:23][CH2:22][C@:21]([CH2:30][C:31]([OH:34])([CH3:33])[CH3:32])([C:24]4[CH:25]=[CH:26][CH:27]=[CH:28][CH:29]=4)[O:20][C:19]3=[O:35])[CH3:17])=[CH:12][CH:11]=2)=[N:3]1. Given the reactants [CH3:1][N:2]1[C:7](=[O:8])[C:6](C)=[CH:5][C:4]([C:10]2[CH:15]=[CH:14][C:13]([C@@H:16]([N:18]3[CH2:23][CH2:22][C@:21]([CH2:30][C:31]([OH:34])([CH3:33])[CH3:32])([C:24]4[CH:29]=[CH:28][CH:27]=[CH:26][CH:25]=4)[O:20][C:19]3=[O:35])[CH3:17])=[CH:12][CH:11]=2)=[N:3]1.Cl[C:37]1C(C)=CC(=O)N(C)N=1, predict the reaction product. (3) Given the reactants [Cl:1][C:2]1[C:10]([C:11]#N)=[C:9]([Cl:13])[C:8]([F:14])=[CH:7][C:3]=1[C:4](Cl)=O.C(C1C(F)=C(C=C(F)C=1F)C(F)=O)#N.FC1C=C(C)C=C(C)C=1, predict the reaction product. The product is: [Cl:1][C:2]1[C:10]([CH3:11])=[C:9]([Cl:13])[C:8]([F:14])=[CH:7][C:3]=1[CH3:4]. (4) Given the reactants [Cl:1][C:2]1[CH:7]=[C:6]([N:8]2[C:17]3[C:12](=[CH:13][C:14]([S:18]([O:21]C4C(F)=C(F)C(F)=C(F)C=4F)(=O)=[O:19])=[CH:15][CH:16]=3)[CH:11]=[CH:10][C:9]2=[O:33])[C:5]([O:34][CH3:35])=[CH:4][C:3]=1[C:36]1[CH:41]=[CH:40][CH:39]=[C:38]([F:42])[CH:37]=1.[NH2:43][C:44]1[S:45][CH:46]=[N:47][N:48]=1.C(=O)([O-])[O-].[Cs+].[Cs+], predict the reaction product. The product is: [Cl:1][C:2]1[CH:7]=[C:6]([N:8]2[C:17]3[C:12](=[CH:13][C:14]([S:18]([NH:43][C:44]4[S:45][CH:46]=[N:47][N:48]=4)(=[O:21])=[O:19])=[CH:15][CH:16]=3)[CH:11]=[CH:10][C:9]2=[O:33])[C:5]([O:34][CH3:35])=[CH:4][C:3]=1[C:36]1[CH:41]=[CH:40][CH:39]=[C:38]([F:42])[CH:37]=1. (5) Given the reactants [CH2:1]([O:8][C:9]1[CH:17]=[CH:16][C:12]([C:13](O)=[O:14])=[CH:11][C:10]=1[C:18]([F:21])([F:20])[F:19])[CH2:2][CH2:3][CH2:4][CH2:5][CH2:6][CH3:7].[H-].COCCO[Al+]OCCOC.C1(C)C=CC=CC=1.[OH-].[Na+], predict the reaction product. The product is: [CH2:1]([O:8][C:9]1[CH:17]=[CH:16][C:12]([CH2:13][OH:14])=[CH:11][C:10]=1[C:18]([F:19])([F:20])[F:21])[CH2:2][CH2:3][CH2:4][CH2:5][CH2:6][CH3:7].